This data is from NCI-60 drug combinations with 297,098 pairs across 59 cell lines. The task is: Regression. Given two drug SMILES strings and cell line genomic features, predict the synergy score measuring deviation from expected non-interaction effect. (1) Drug 1: CCCS(=O)(=O)NC1=C(C(=C(C=C1)F)C(=O)C2=CNC3=C2C=C(C=N3)C4=CC=C(C=C4)Cl)F. Drug 2: C1CN1P(=S)(N2CC2)N3CC3. Cell line: SNB-19. Synergy scores: CSS=7.31, Synergy_ZIP=-2.80, Synergy_Bliss=2.70, Synergy_Loewe=-5.63, Synergy_HSA=0.00389. (2) Drug 2: C1CNP(=O)(OC1)N(CCCl)CCCl. Synergy scores: CSS=4.72, Synergy_ZIP=-1.32, Synergy_Bliss=-0.00425, Synergy_Loewe=-7.88, Synergy_HSA=-5.01. Drug 1: CN(C)N=NC1=C(NC=N1)C(=O)N. Cell line: CAKI-1. (3) Drug 1: CNC(=O)C1=CC=CC=C1SC2=CC3=C(C=C2)C(=NN3)C=CC4=CC=CC=N4. Drug 2: C1CNP(=O)(OC1)N(CCCl)CCCl. Cell line: MCF7. Synergy scores: CSS=2.28, Synergy_ZIP=-0.962, Synergy_Bliss=1.16, Synergy_Loewe=-5.99, Synergy_HSA=-0.207. (4) Drug 1: CC1C(C(CC(O1)OC2CC(CC3=C2C(=C4C(=C3O)C(=O)C5=C(C4=O)C(=CC=C5)OC)O)(C(=O)C)O)N)O.Cl. Drug 2: C1=NC(=NC(=O)N1C2C(C(C(O2)CO)O)O)N. Cell line: NCI-H522. Synergy scores: CSS=17.4, Synergy_ZIP=-6.33, Synergy_Bliss=-0.760, Synergy_Loewe=-5.47, Synergy_HSA=-0.294.